Dataset: Forward reaction prediction with 1.9M reactions from USPTO patents (1976-2016). Task: Predict the product of the given reaction. (1) Given the reactants C(OC1C=CC(C(NC[C@H](N2CCN(S(C)(=O)=O)CC2)C(O)=O)=O)=CC=1)CCC.[CH2:30]([O:37][C:38]1[CH:62]=[CH:61][C:41]([C:42]([NH:44][CH2:45][C@@H:46]([C:57](=[O:60])[NH:58][OH:59])[N:47]2[CH2:52][CH2:51][N:50]([S:53]([CH3:56])(=[O:55])=[O:54])[CH2:49][CH2:48]2)=[O:43])=[CH:40][CH:39]=1)[C:31]1C=CC=[CH:33][CH:32]=1, predict the reaction product. The product is: [CH2:30]([O:37][C:38]1[CH:39]=[CH:40][C:41]([C:42]([NH:44][CH2:45][C@@H:46]([C:57](=[O:60])[NH:58][OH:59])[N:47]2[CH2:48][CH2:49][N:50]([S:53]([CH3:56])(=[O:54])=[O:55])[CH2:51][CH2:52]2)=[O:43])=[CH:61][CH:62]=1)[CH2:31][CH2:32][CH3:33]. (2) Given the reactants C[O:2][C:3](=[O:33])[C:4]1[CH:9]=[C:8]([NH2:10])[CH:7]=[C:6]([N:11]2[C:15]([CH3:16])=[CH:14][CH:13]=[C:12]2[C:17]2[CH:22]=[C:21]([CH3:23])[CH:20]=[CH:19][C:18]=2[O:24][CH2:25][C:26]2[CH:31]=[CH:30][C:29]([F:32])=[CH:28][CH:27]=2)[CH:5]=1, predict the reaction product. The product is: [CH3:23][C:21]1[CH:20]=[CH:19][C:18]([O:24][CH2:25][C:26]2[CH:27]=[CH:28][C:29]([F:32])=[CH:30][CH:31]=2)=[C:17]([C:12]2[N:11]([C:6]3[CH:5]=[C:4]([CH:9]=[C:8]([NH2:10])[CH:7]=3)[C:3]([OH:33])=[O:2])[C:15]([CH3:16])=[CH:14][CH:13]=2)[CH:22]=1.